This data is from Catalyst prediction with 721,799 reactions and 888 catalyst types from USPTO. The task is: Predict which catalyst facilitates the given reaction. (1) Reactant: Cl.[NH2:2][CH2:3][C@H:4]1[CH2:9][CH2:8][C@H:7]([NH:10][C:11](=[O:17])[O:12][C:13]([CH3:16])([CH3:15])[CH3:14])[CH2:6][CH2:5]1.F[C:19]1[CH:24]=[CH:23][C:22]([S:25]([NH2:28])(=[O:27])=[O:26])=[CH:21][C:20]=1[N+:29]([O-:31])=[O:30].C(N(C(C)C)CC)(C)C. Product: [N+:29]([C:20]1[CH:21]=[C:22]([S:25](=[O:27])(=[O:26])[NH2:28])[CH:23]=[CH:24][C:19]=1[NH:2][CH2:3][C@H:4]1[CH2:5][CH2:6][C@H:7]([NH:10][C:11](=[O:17])[O:12][C:13]([CH3:14])([CH3:16])[CH3:15])[CH2:8][CH2:9]1)([O-:31])=[O:30]. The catalyst class is: 54. (2) Reactant: Cl.C(OC([N:9]1[CH2:14][CH2:13][CH:12]([O:15][C:16]2[CH:21]=[CH:20][CH:19]=[CH:18][C:17]=2[C:22]([N:24]2[CH2:38][C:27]3=[C:28]4[N:33]([N:34]=[C:26]3[C:25]2([CH3:40])[CH3:39])[C:32]([CH3:35])=[C:31]([Cl:36])[C:30]([CH3:37])=[N:29]4)=[O:23])[CH2:11][CH2:10]1)=O)(C)(C)C.O. Product: [ClH:36].[Cl:36][C:31]1[C:30]([CH3:37])=[N:29][C:28]2[N:33]([N:34]=[C:26]3[C:25]([CH3:39])([CH3:40])[N:24]([C:22]([C:17]4[CH:18]=[CH:19][CH:20]=[CH:21][C:16]=4[O:15][CH:12]4[CH2:11][CH2:10][NH:9][CH2:14][CH2:13]4)=[O:23])[CH2:38][C:27]3=2)[C:32]=1[CH3:35]. The catalyst class is: 12. (3) Reactant: [CH3:1][O:2][C:3]1[CH:10]=[CH:9][C:6]([CH:7]=[O:8])=[CH:5][CH:4]=1.ClC[C@@H:13]1[CH2:17][O:16][C:15]([CH3:19])([CH3:18])[O:14]1.C(=O)([O-])[O-].[K+].[K+].O. Product: [CH3:18][C:15]1([CH3:19])[O:16][C@H:17]([CH2:1][O:2][C:3]2[CH:10]=[CH:9][C:6]([CH:7]=[O:8])=[CH:5][CH:4]=2)[CH2:13][O:14]1. The catalyst class is: 3. (4) Reactant: [NH2:1][C:2]1([C:8]([OH:10])=[O:9])[CH2:7][CH2:6][CH2:5][CH2:4][CH2:3]1.Cl[C:12]([O:14][CH2:15][C:16]1[CH:21]=[CH:20][CH:19]=[CH:18][CH:17]=1)=[O:13]. Product: [CH2:15]([O:14][C:12]([NH:1][C:2]1([C:8]([OH:10])=[O:9])[CH2:7][CH2:6][CH2:5][CH2:4][CH2:3]1)=[O:13])[C:16]1[CH:21]=[CH:20][CH:19]=[CH:18][CH:17]=1. The catalyst class is: 74. (5) Reactant: [C:1](O)(=O)[CH3:2].[NH2:5]/[C:6](=[N:18]\[OH:19])/[C:7]([NH:10][C:11](=[O:17])[O:12][C:13]([CH3:16])([CH3:15])[CH3:14])([CH3:9])[CH3:8]. Product: [CH3:1][C:2]1[O:19][N:18]=[C:6]([C:7]([NH:10][C:11](=[O:17])[O:12][C:13]([CH3:14])([CH3:16])[CH3:15])([CH3:9])[CH3:8])[N:5]=1. The catalyst class is: 3. (6) Reactant: [H-].[Na+].[OH:3][C:4]1[C:11]([CH3:12])=[CH:10][C:7]([C:8]#[N:9])=[CH:6][C:5]=1[CH3:13].[Cl:14][C:15]1[N:16]=[C:17](Cl)[C:18]2[S:23][CH:22]=[CH:21][C:19]=2[N:20]=1. Product: [Cl:14][C:15]1[N:16]=[C:17]([O:3][C:4]2[C:5]([CH3:13])=[CH:6][C:7]([C:8]#[N:9])=[CH:10][C:11]=2[CH3:12])[C:18]2[S:23][CH:22]=[CH:21][C:19]=2[N:20]=1. The catalyst class is: 179. (7) Reactant: C([O:3][C:4](=[O:23])[CH2:5][CH2:6][CH2:7][N:8]([CH2:16][C:17]1[CH:22]=[CH:21][CH:20]=[CH:19][CH:18]=1)[CH2:9][C:10]1[CH:15]=[CH:14][CH:13]=[CH:12][CH:11]=1)C.Cl. Product: [CH2:16]([N:8]([CH2:9][C:10]1[CH:11]=[CH:12][CH:13]=[CH:14][CH:15]=1)[CH2:7][CH2:6][CH2:5][C:4]([OH:23])=[O:3])[C:17]1[CH:18]=[CH:19][CH:20]=[CH:21][CH:22]=1. The catalyst class is: 1. (8) Reactant: [NH:1](C(OCC1C2C(=CC=CC=2)C2C1=CC=CC=2)=O)[C@H:2]([C:27]([OH:29])=O)[CH2:3][CH2:4][CH2:5][NH:6][C:7](=[NH:26])[NH:8][S:9]([C:12]1[C:24]([CH3:25])=[C:23]2[C:17]([O:18][C:19]([CH2:22]2)([CH3:21])[CH3:20])=[C:15]([CH3:16])[C:13]=1[CH3:14])(=[O:11])=[O:10].CCN(C(C)C)C(C)C.CN(C(ON1N=NC2C=CC=CC1=2)=[N+](C)C)C.F[P-](F)(F)(F)(F)F.[NH:80]1[CH2:89][CH2:88][CH2:87][C@H:81]1[C:82]([NH:84][CH2:85][CH3:86])=[O:83].Cl. Product: [NH2:1][C@H:2]([C:27]([N:80]1[CH2:89][CH2:88][CH2:87][C@H:81]1[C:82]([NH:84][CH2:85][CH3:86])=[O:83])=[O:29])[CH2:3][CH2:4][CH2:5][NH:6][C:7](=[NH:26])[NH:8][S:9]([C:12]1[C:24]([CH3:25])=[C:23]2[C:17]([O:18][C:19]([CH2:22]2)([CH3:21])[CH3:20])=[C:15]([CH3:16])[C:13]=1[CH3:14])(=[O:10])=[O:11]. The catalyst class is: 18. (9) Reactant: [N:1]1([C:6]2[CH:11]=[CH:10][C:9]([OH:12])=[CH:8][CH:7]=2)[CH:5]=[CH:4][N:3]=[CH:2]1.[Cl-].C(C([NH3+])(C(=O)CCCCCCC)C(=O)CCCCCCC)(=O)CCCCCCC.Cl[C:44]1[C:45]([CH:47]=[C:48]([NH:52][C:53]2[C:62]3[C:57](=[CH:58][C:59]([O:65][CH2:66][CH2:67][O:68][CH3:69])=[C:60]([O:63][CH3:64])[CH:61]=3)[N:56]=[CH:55][N:54]=2)[C:49](=[O:51])[CH:50]=1)=[O:46].O. Product: [N:1]1([C:6]2[CH:11]=[CH:10][C:9]([O:12][C:44]3[C:45]([CH:47]=[C:48]([NH:52][C:53]4[C:62]5[C:57](=[CH:58][C:59]([O:65][CH2:66][CH2:67][O:68][CH3:69])=[C:60]([O:63][CH3:64])[CH:61]=5)[N:56]=[CH:55][N:54]=4)[C:49](=[O:51])[CH:50]=3)=[O:46])=[CH:8][CH:7]=2)[CH:5]=[CH:4][N:3]=[CH:2]1. The catalyst class is: 797. (10) Reactant: [OH:1][CH:2]1[CH2:5][N:4]([C:6]([O:8][C:9]([CH3:12])([CH3:11])[CH3:10])=[O:7])[CH2:3]1.C(N(CC)CC)C.[CH3:20][S:21](Cl)(=[O:23])=[O:22]. Product: [C:9]([O:8][C:6]([N:4]1[CH2:3][CH:2]([O:1][S:21]([CH3:20])(=[O:23])=[O:22])[CH2:5]1)=[O:7])([CH3:12])([CH3:11])[CH3:10]. The catalyst class is: 13.